From a dataset of Full USPTO retrosynthesis dataset with 1.9M reactions from patents (1976-2016). Predict the reactants needed to synthesize the given product. (1) The reactants are: Cl[C:2]1[CH:9]=[CH:8][C:5]([C:6]#[N:7])=[CH:4][CH:3]=1.[CH2:10]([NH2:16])[CH2:11][CH2:12][CH2:13][CH2:14][CH3:15].CC(C)([O-])C.[Na+]. Given the product [CH2:10]([NH:16][C:2]1[CH:9]=[CH:8][C:5]([C:6]#[N:7])=[CH:4][CH:3]=1)[CH2:11][CH2:12][CH2:13][CH2:14][CH3:15], predict the reactants needed to synthesize it. (2) Given the product [Cl:1][C:2]1[CH:3]=[CH:4][C:5]2[N:11]3[C:12]([C:15]([F:17])([F:18])[F:16])=[N:13][N:14]=[C:10]3[CH:9]([CH2:19][N:20]3[N:24]=[N:23][C:22]([CH2:25][C:26]([OH:28])=[O:27])=[N:21]3)[CH2:8][CH:7]([C:29]3[CH:34]=[CH:33][CH:32]=[C:31]([O:35][CH3:36])[C:30]=3[O:37][CH3:38])[C:6]=2[CH:39]=1, predict the reactants needed to synthesize it. The reactants are: [Cl:1][C:2]1[CH:3]=[CH:4][C:5]2[N:11]3[C:12]([C:15]([F:18])([F:17])[F:16])=[N:13][N:14]=[C:10]3[CH:9]([CH2:19][N:20]3[N:24]=[N:23][C:22]([CH2:25][C:26]([O-:28])=[O:27])=[N:21]3)[CH2:8][CH:7]([C:29]3[CH:34]=[CH:33][CH:32]=[C:31]([O:35][CH3:36])[C:30]=3[O:37][CH3:38])[C:6]=2[CH:39]=1.C(=O)([O-])[O-].[K+].[K+].Cl. (3) Given the product [C:1]([N:5]1[C:9]([NH:10][C:11]2[C:20]3[C:15](=[CH:16][CH:17]=[CH:18][CH:19]=3)[C:14](=[O:21])[N:13]([C:22]3[CH:27]=[CH:26][C:25]([N:30]4[CH2:35][CH2:34][CH2:33][CH2:32][CH2:31]4)=[CH:24][CH:23]=3)[N:12]=2)=[CH:8][C:7]([CH3:29])=[N:6]1)([CH3:4])([CH3:3])[CH3:2], predict the reactants needed to synthesize it. The reactants are: [C:1]([N:5]1[C:9]([NH:10][C:11]2[C:20]3[C:15](=[CH:16][CH:17]=[CH:18][CH:19]=3)[C:14](=[O:21])[N:13]([C:22]3[CH:27]=[CH:26][C:25](Cl)=[CH:24][CH:23]=3)[N:12]=2)=[CH:8][C:7]([CH3:29])=[N:6]1)([CH3:4])([CH3:3])[CH3:2].[NH:30]1[CH2:35][CH2:34][CH2:33][CH2:32][CH2:31]1.CC([O-])(C)C.[Na+].C(P(C(C)(C)C)C1C=CC=CC=1C1C=CC=CC=1)(C)(C)C. (4) Given the product [Cl:1][C:2]1[CH:3]=[C:4]([N:14]2[C:15](=[O:20])[CH:16]=[C:17]([CH3:18])[N:30]=[C:28]2[CH2:27][O:26][C:25]2[CH:31]=[CH:32][CH:33]=[C:23]([C:21]#[CH:22])[CH:24]=2)[CH:5]=[CH:6][C:7]=1[N:8]1[CH2:13][CH2:12][O:11][CH2:10][CH2:9]1, predict the reactants needed to synthesize it. The reactants are: [Cl:1][C:2]1[CH:3]=[C:4]([NH:14][C:15](=[O:20])[CH2:16][C:17](=O)[CH3:18])[CH:5]=[CH:6][C:7]=1[N:8]1[CH2:13][CH2:12][O:11][CH2:10][CH2:9]1.[C:21]([C:23]1[CH:24]=[C:25]([CH:31]=[CH:32][CH:33]=1)[O:26][CH2:27][C:28]([NH2:30])=O)#[CH:22].C1(C)C=CC=CC=1.[NH4+].[Cl-]. (5) Given the product [OH:1][C:2]1[CH:3]=[C:4]([CH:8]=[C:9]([N+:11]([O-:13])=[O:12])[CH:10]=1)[C:5]([O:7][CH3:14])=[O:6], predict the reactants needed to synthesize it. The reactants are: [OH:1][C:2]1[CH:3]=[C:4]([CH:8]=[C:9]([N+:11]([O-:13])=[O:12])[CH:10]=1)[C:5]([OH:7])=[O:6].[CH3:14]O. (6) Given the product [CH2:1]([O:8][C:9]([NH:11][C@H:12]([C:14]1[S:16][CH:18]=[C:19]([C:20]([F:23])([F:22])[F:21])[N:15]=1)[CH3:13])=[O:10])[C:2]1[CH:3]=[CH:4][CH:5]=[CH:6][CH:7]=1, predict the reactants needed to synthesize it. The reactants are: [CH2:1]([O:8][C:9]([NH:11][C@H:12]([C:14](=[S:16])[NH2:15])[CH3:13])=[O:10])[C:2]1[CH:7]=[CH:6][CH:5]=[CH:4][CH:3]=1.Br[CH2:18][C:19](=O)[C:20]([F:23])([F:22])[F:21].C([O-])(O)=O.[Na+].